This data is from Reaction yield outcomes from USPTO patents with 853,638 reactions. The task is: Predict the reaction yield, written as a fraction of the theoretical maximum amount of product (1.0 means a 100% yield; for example, 0.34 means a 34% yield). The reactants are [CH3:1][C@H:2]1[CH2:7][NH:6][CH2:5][C@@H:4]([CH3:8])[NH:3]1.[Cl:9][C:10]1[CH:20]=[CH:19][C:13]([O:14][CH2:15][C:16](Cl)=[O:17])=[CH:12][CH:11]=1.C(N(CC)CC)C. The catalyst is CO.CCOCC. The product is [Cl:9][C:10]1[CH:20]=[CH:19][C:13]([O:14][CH2:15][C:16]([N:6]2[CH2:5][C@H:4]([CH3:8])[NH:3][C@H:2]([CH3:1])[CH2:7]2)=[O:17])=[CH:12][CH:11]=1. The yield is 0.800.